Task: Predict the product of the given reaction.. Dataset: Forward reaction prediction with 1.9M reactions from USPTO patents (1976-2016) (1) Given the reactants [Li]CCCC.C(NC(C)C)(C)C.[Br:13][C:14]1[CH:15]=[N:16][CH:17]=[CH:18][CH:19]=1.[C:20]([NH:23][C:24]1[CH:25]=[C:26]([CH:32]=[C:33](I)[CH:34]=1)[C:27]([O:29][CH2:30][CH3:31])=[O:28])(=[O:22])[CH3:21], predict the reaction product. The product is: [C:20]([NH:23][C:24]1[CH:25]=[C:26]([CH:32]=[C:33]([C:15]2[C:14]([Br:13])=[CH:19][CH:18]=[CH:17][N:16]=2)[CH:34]=1)[C:27]([O:29][CH2:30][CH3:31])=[O:28])(=[O:22])[CH3:21]. (2) Given the reactants Cl[C:2]1[N:7]=[C:6]([N:8]([C:10]2[CH:15]=[CH:14][C:13]([F:16])=[C:12]([Cl:17])[C:11]=2[F:18])[CH3:9])[CH:5]=[CH:4][N:3]=1.[Cl:19][C:20]1[CH:25]=[C:24]([N:26]2[CH2:31][CH2:30][O:29][CH2:28][CH2:27]2)[N:23]=[C:22]([NH2:32])[CH:21]=1.C(=O)([O-])[O-].[K+].[K+].CC1(C)C2C(=C(P(C3C=CC=CC=3)C3C=CC=CC=3)C=CC=2)OC2C(P(C3C=CC=CC=3)C3C=CC=CC=3)=CC=CC1=2, predict the reaction product. The product is: [Cl:17][C:12]1[C:11]([F:18])=[C:10]([N:8]([CH3:9])[C:6]2[CH:5]=[CH:4][N:3]=[C:2]([NH:32][C:22]3[CH:21]=[C:20]([Cl:19])[CH:25]=[C:24]([N:26]4[CH2:27][CH2:28][O:29][CH2:30][CH2:31]4)[N:23]=3)[N:7]=2)[CH:15]=[CH:14][C:13]=1[F:16]. (3) Given the reactants [C:1]([O:9][CH2:10][CH2:11][CH2:12][CH2:13]Cl)(=[O:8])[C:2]1[CH:7]=[CH:6][CH:5]=[CH:4][CH:3]=1.[C:15](=[O:18])([O-])[O-:16].[K+].[K+].O[C:22]1[CH:29]=[CH:28][C:27](O)=[C:24]([C:25]#[N:26])[C:23]=1[C:31]#[N:32].O, predict the reaction product. The product is: [C:1]([O:9][CH2:10][CH2:11][CH2:12][CH2:13][C:22]1[CH:29]=[CH:28][C:27]([CH2:10][CH2:11][CH2:12][CH2:13][O:16][C:15](=[O:18])[C:2]2[CH:7]=[CH:6][CH:5]=[CH:4][CH:3]=2)=[C:24]([C:25]#[N:26])[C:23]=1[C:31]#[N:32])(=[O:8])[C:2]1[CH:7]=[CH:6][CH:5]=[CH:4][CH:3]=1. (4) Given the reactants [CH3:1][N:2]1[CH2:8][CH2:7][CH:6]([OH:9])[C:5]2[S:10][CH:11]=[CH:12][C:4]=2[CH2:3]1.[Cl:13][C:14]1[C:23]2[C:18](=[CH:19][CH:20]=[CH:21][CH:22]=2)[C:17](O)=[CH:16][CH:15]=1, predict the reaction product. The product is: [ClH:13].[Cl:13][C:14]1[C:23]2[C:18](=[CH:19][CH:20]=[CH:21][CH:22]=2)[C:17]([O:9][CH:6]2[CH2:7][CH2:8][N:2]([CH3:1])[CH2:3][C:4]3[CH:12]=[CH:11][S:10][C:5]2=3)=[CH:16][CH:15]=1. (5) Given the reactants [F:1][C:2]1[CH:7]=[CH:6][C:5]([C:8]2[CH:13]=[CH:12][C:11]([NH:14][CH2:15][C:16]3[CH:21]=[CH:20][C:19]([C:22]4[CH2:23][CH2:24][CH2:25][CH2:26][CH:27]=4)=[CH:18][C:17]=3[C:28]3[CH:29]=[CH:30][C:31]([C:34]([NH:36][CH2:37][CH2:38][C:39]([OH:41])=[O:40])=[O:35])=[N:32][CH:33]=3)=[CH:10][CH:9]=2)=[CH:4][CH:3]=1.C([O-])=O.[NH4+], predict the reaction product. The product is: [CH:22]1([C:19]2[CH:20]=[CH:21][C:16]([CH2:15][NH:14][C:11]3[CH:10]=[CH:9][C:8]([C:5]4[CH:6]=[CH:7][C:2]([F:1])=[CH:3][CH:4]=4)=[CH:13][CH:12]=3)=[C:17]([C:28]3[CH:29]=[CH:30][C:31]([C:34]([NH:36][CH2:37][CH2:38][C:39]([OH:41])=[O:40])=[O:35])=[N:32][CH:33]=3)[CH:18]=2)[CH2:27][CH2:26][CH2:25][CH2:24][CH2:23]1. (6) Given the reactants [Cl:1][C:2]1[CH:21]=[C:20]([Cl:22])[CH:19]=[CH:18][C:3]=1[O:4][CH2:5][C:6]([NH:8][C:9]1[CH:10]=[C:11]([CH:15]=[CH:16][N:17]=1)[C:12]([OH:14])=O)=[O:7].[N:23]1([CH2:29][CH2:30][NH2:31])[CH2:28][CH2:27][CH2:26][CH2:25][CH2:24]1.C(Cl)CCl.C1C=CC2N(O)N=NC=2C=1.CCN(C(C)C)C(C)C, predict the reaction product. The product is: [Cl:1][C:2]1[CH:21]=[C:20]([Cl:22])[CH:19]=[CH:18][C:3]=1[O:4][CH2:5][C:6]([NH:8][C:9]1[CH:10]=[C:11]([CH:15]=[CH:16][N:17]=1)[C:12]([NH:31][CH2:30][CH2:29][N:23]1[CH2:28][CH2:27][CH2:26][CH2:25][CH2:24]1)=[O:14])=[O:7].